From a dataset of Full USPTO retrosynthesis dataset with 1.9M reactions from patents (1976-2016). Predict the reactants needed to synthesize the given product. (1) The reactants are: [Cl:1][C:2]1[CH:7]=[CH:6][C:5]([CH:8]([CH2:12][CH:13]2[CH2:17][CH2:16][CH2:15][CH2:14]2)[C:9]([OH:11])=O)=[CH:4][CH:3]=1.C(Cl)(=O)C(Cl)=O.[CH2:24]([O:26][C:27](=[O:35])[CH2:28][C:29]1[N:30]=[C:31]([NH2:34])[S:32][CH:33]=1)[CH3:25].C(N(CC)C(C)C)(C)C. Given the product [CH2:24]([O:26][C:27](=[O:35])[CH2:28][C:29]1[N:30]=[C:31]([NH:34][C:9](=[O:11])[CH:8]([C:5]2[CH:4]=[CH:3][C:2]([Cl:1])=[CH:7][CH:6]=2)[CH2:12][CH:13]2[CH2:17][CH2:16][CH2:15][CH2:14]2)[S:32][CH:33]=1)[CH3:25], predict the reactants needed to synthesize it. (2) Given the product [F:15][C:16]1[CH:21]=[CH:20][C:19]([CH:22]([C:26]2[CH:27]=[CH:28][C:29]([F:32])=[CH:30][CH:31]=2)[CH2:23][CH2:24][NH:25][C:7](=[O:9])[C:6]2[CH:10]=[CH:11][CH:12]=[C:4]([O:3][C:2]([F:1])([F:14])[F:13])[CH:5]=2)=[CH:18][CH:17]=1, predict the reactants needed to synthesize it. The reactants are: [F:1][C:2]([F:14])([F:13])[O:3][C:4]1[CH:5]=[C:6]([CH:10]=[CH:11][CH:12]=1)[C:7]([OH:9])=O.[F:15][C:16]1[CH:21]=[CH:20][C:19]([CH:22]([C:26]2[CH:31]=[CH:30][C:29]([F:32])=[CH:28][CH:27]=2)[CH2:23][CH2:24][NH2:25])=[CH:18][CH:17]=1. (3) Given the product [Cl:1][C:2]1[CH:3]=[CH:4][C:5]([C:25]#[N:26])=[C:6]([C:8]2[CH:13]=[CH:12][N:11]([CH:14]([CH2:20][CH2:21][CH2:22][CH3:23])[C:15]([OH:17])=[O:16])[C:10](=[O:24])[CH:9]=2)[CH:7]=1, predict the reactants needed to synthesize it. The reactants are: [Cl:1][C:2]1[CH:3]=[CH:4][C:5]([C:25]#[N:26])=[C:6]([C:8]2[CH:13]=[CH:12][N:11]([CH:14]([CH2:20][CH2:21][CH2:22][CH3:23])[C:15]([O:17]CC)=[O:16])[C:10](=[O:24])[CH:9]=2)[CH:7]=1.[OH-].[Li+]. (4) Given the product [C:1]([C:5]1[N:10]=[C:9]([NH:11][C:12]2[CH:17]=[C:16]([Cl:18])[N:15]=[N:14][C:13]=2[C:19]([NH2:25])=[O:21])[CH:8]=[CH:7][CH:6]=1)([CH3:2])([CH3:3])[CH3:4], predict the reactants needed to synthesize it. The reactants are: [C:1]([C:5]1[N:10]=[C:9]([NH:11][C:12]2[CH:17]=[C:16]([Cl:18])[N:15]=[N:14][C:13]=2[C:19]([O:21]C)=O)[CH:8]=[CH:7][CH:6]=1)([CH3:4])([CH3:3])[CH3:2].CO.[NH3:25]. (5) Given the product [CH:1]([C:4]1[C:12]2[O:11][CH:10]([CH2:13][NH:14][C:25](=[O:26])[O:27][CH2:28][C:29]3[CH:34]=[CH:33][CH:32]=[CH:31][CH:30]=3)[CH2:9][C:8]=2[CH:7]=[CH:6][CH:5]=1)([CH3:3])[CH3:2], predict the reactants needed to synthesize it. The reactants are: [CH:1]([C:4]1[C:12]2[O:11][CH:10]([CH2:13][NH2:14])[CH2:9][C:8]=2[CH:7]=[CH:6][CH:5]=1)([CH3:3])[CH3:2].C(N(C(C)C)CC)(C)C.Cl[C:25]([O:27][CH2:28][C:29]1[CH:34]=[CH:33][CH:32]=[CH:31][CH:30]=1)=[O:26]. (6) The reactants are: [C:1]([O:5][C:6]([N:8]1[CH2:12][C@@H:11]([CH2:13][OH:14])[C@H:10]([CH2:15][C:16]2[CH:21]=[CH:20][CH:19]=[CH:18][CH:17]=2)[CH2:9]1)=[O:7])([CH3:4])([CH3:3])[CH3:2].CC1(C)N([O])C(C)(C)CCC1.[K+].[Br-].[O-]Cl.[Na+]. Given the product [C:1]([O:5][C:6]([N:8]1[CH2:12][C@@H:11]([CH:13]=[O:14])[C@H:10]([CH2:15][C:16]2[CH:17]=[CH:18][CH:19]=[CH:20][CH:21]=2)[CH2:9]1)=[O:7])([CH3:4])([CH3:2])[CH3:3], predict the reactants needed to synthesize it.